Dataset: Forward reaction prediction with 1.9M reactions from USPTO patents (1976-2016). Task: Predict the product of the given reaction. (1) Given the reactants [C:1]([OH:5])(C)([CH3:3])[CH3:2].CC[C@@H]1[C@@H]2C[C@H]([C@@H](OC3C4C(=CC=CC=4)C(O[C@@H](C4C=CN=C5C=4C=C(OC)C=C5)[C@@H]4N5C[C@H](CC)[C@@H](CC5)C4)=NN=3)C3C=CN=C4C=3C=C([O:27]C)C=C4)N(CC2)C1.[F:64][C:65]([F:75])([F:74])[C:66]1[CH:71]=[CH:70]C(C=C)=[CH:68][N:67]=1.S([O-])([O-])=O.[Na+].[Na+], predict the reaction product. The product is: [F:64][C:65]([F:75])([F:74])[C:66]1[N:67]=[CH:68][C:2]([C@@H:1]([OH:5])[CH2:3][OH:27])=[CH:70][CH:71]=1. (2) Given the reactants Br[C:2]1[S:10][C:9]2[C:8](=[O:11])[NH:7][C:6]([CH3:13])([CH3:12])[N:5]([CH3:14])[C:4]=2[C:3]=1[CH3:15].CC1(C)C(C)(C)OB([C:24]2[CH:25]=[N:26][N:27](C(OC(C)(C)C)=O)[CH:28]=2)O1.C(=O)([O-])[O-].[Cs+].[Cs+].COCCOC, predict the reaction product. The product is: [CH3:14][N:5]1[C:4]2[C:3]([CH3:15])=[C:2]([C:24]3[CH:25]=[N:26][NH:27][CH:28]=3)[S:10][C:9]=2[C:8](=[O:11])[NH:7][C:6]1([CH3:13])[CH3:12]. (3) Given the reactants C(Cl)(=O)C(Cl)=O.CS(C)=O.[F:11][C:12]1[CH:17]=[CH:16][C:15]([C:18]([CH3:22])([CH3:21])[CH2:19][OH:20])=[CH:14][CH:13]=1.C(N(CC)CC)C, predict the reaction product. The product is: [F:11][C:12]1[CH:13]=[CH:14][C:15]([C:18]([CH3:22])([CH3:21])[CH:19]=[O:20])=[CH:16][CH:17]=1. (4) Given the reactants C([O:4][CH:5]1[CH:6]([CH3:59])[CH2:7][CH2:8][CH:9]([O:51][Si:52]([CH2:57][CH3:58])([CH2:55][CH3:56])[CH2:53][CH3:54])[CH2:10][C:11]([O:13][CH:14](/[C:19](/[CH3:50])=[CH:20]/[CH:21]=[CH:22]/[C:23]([CH3:49])([O:41][Si:42]([CH2:47][CH3:48])([CH2:45][CH3:46])[CH2:43][CH3:44])[CH2:24][CH:25]2[O:40][CH:26]2[CH:27]([CH3:39])[CH:28]([O:31][Si:32]([CH2:37][CH3:38])([CH2:35][CH3:36])[CH2:33][CH3:34])[CH2:29][CH3:30])[CH:15]([CH3:18])[CH:16]=[CH:17]1)=[O:12])(=O)C.C(=O)([O-])[O-].[K+].[K+], predict the reaction product. The product is: [OH:4][CH:5]1[CH:6]([CH3:59])[CH2:7][CH2:8][CH:9]([O:51][Si:52]([CH2:53][CH3:54])([CH2:57][CH3:58])[CH2:55][CH3:56])[CH2:10][C:11]([O:13][CH:14](/[C:19](/[CH3:50])=[CH:20]/[CH:21]=[CH:22]/[C:23]([CH3:49])([O:41][Si:42]([CH2:47][CH3:48])([CH2:43][CH3:44])[CH2:45][CH3:46])[CH2:24][CH:25]2[O:40][CH:26]2[CH:27]([CH3:39])[CH:28]([O:31][Si:32]([CH2:37][CH3:38])([CH2:35][CH3:36])[CH2:33][CH3:34])[CH2:29][CH3:30])[CH:15]([CH3:18])[CH:16]=[CH:17]1)=[O:12]. (5) Given the reactants Cl[C:2]([CH3:10])([CH2:4][CH2:5][C:6](Cl)([CH3:8])[CH3:7])[CH3:3].[C:11]1([OH:17])[CH:16]=[CH:15][CH:14]=[CH:13][CH:12]=1.[Al+3].[Cl-].[Cl-].[Cl-], predict the reaction product. The product is: [CH3:3][C:2]1([CH3:10])[CH2:4][CH2:5][C:6]([CH3:8])([CH3:7])[C:15]2[CH:16]=[C:11]([OH:17])[CH:12]=[CH:13][C:14]1=2. (6) Given the reactants [F:1][C:2]1[CH:7]=[C:6]([F:8])[CH:5]=[CH:4][C:3]=1[C@:9]12[CH2:18][O:17][C@@H:16]([CH2:19][O:20][CH:21]([CH3:23])[CH3:22])[CH2:15][C@H:14]1[C@@H:13]([CH3:24])[S:12][C:11]([NH:25]C(=O)C1C=CC=CC=1)=[N:10]2.FC1C=C(F)C=CC=1[C@]12CO[C@@H](COC)C[C@H]1[C@@H](C)SC(NC(=O)C1C=CC=CC=1)=N2.FC1C=C(F)C=CC=1[C@]12CO[C@@H](COC)C[C@H]1[C@@H](C)SC(N)=N2, predict the reaction product. The product is: [F:1][C:2]1[CH:7]=[C:6]([F:8])[CH:5]=[CH:4][C:3]=1[C@:9]12[CH2:18][O:17][C@@H:16]([CH2:19][O:20][CH:21]([CH3:22])[CH3:23])[CH2:15][C@H:14]1[C@@H:13]([CH3:24])[S:12][C:11]([NH2:25])=[N:10]2. (7) Given the reactants [Li+].C[CH:3]([N-:5][CH:6]([CH3:8])C)[CH3:4].[N:9]1[CH:14]=[CH:13][C:12]([CH3:15])=[CH:11][CH:10]=1.I[CH2:17][CH2:18][CH2:19][CH2:20][CH2:21][CH2:22][CH2:23][CH2:24]CCI.[NH4+].[Cl-].[CH2:30]1[CH2:34]O[CH2:32][CH2:31]1, predict the reaction product. The product is: [CH2:30]([C:34]1[CH:4]=[CH:3][N:5]=[CH:6][CH:8]=1)[CH2:31][CH2:32][CH2:17][CH2:18][CH2:19][CH2:20][CH2:21][CH2:22][CH2:23][CH2:24][CH2:15][C:12]1[CH:13]=[CH:14][N:9]=[CH:10][CH:11]=1. (8) Given the reactants [F:1][C:2]1[CH:29]=[CH:28][C:5]([C:6]([N:8]([C:18]2[C:19]([C:24]([O:26][CH3:27])=[O:25])=[N:20][CH:21]=[CH:22][N:23]=2)C(=O)C2C=CC(F)=CC=2)=[O:7])=[CH:4][CH:3]=1.NN, predict the reaction product. The product is: [F:1][C:2]1[CH:3]=[CH:4][C:5]([C:6]([NH:8][C:18]2[C:19]([C:24]([O:26][CH3:27])=[O:25])=[N:20][CH:21]=[CH:22][N:23]=2)=[O:7])=[CH:28][CH:29]=1.